The task is: Predict the product of the given reaction.. This data is from Forward reaction prediction with 1.9M reactions from USPTO patents (1976-2016). (1) Given the reactants Cl[C:2]1[N:3]=[CH:4][C:5]2[C:11]([CH:12]([F:14])[F:13])=[N:10][CH:9]=[C:8]([I:15])[C:6]=2[N:7]=1.C(N(CC)CC)C.C(O)C.[C:26]([O:30][C:31](=[O:40])[NH:32][C@H:33]1[CH2:38][CH2:37][CH2:36][CH2:35][C@H:34]1[NH2:39])([CH3:29])([CH3:28])[CH3:27], predict the reaction product. The product is: [C:26]([O:30][C:31](=[O:40])[NH:32][C@H:33]1[CH2:38][CH2:37][CH2:36][CH2:35][C@H:34]1[NH:39][C:2]1[N:3]=[CH:4][C:5]2[C:11]([CH:12]([F:14])[F:13])=[N:10][CH:9]=[C:8]([I:15])[C:6]=2[N:7]=1)([CH3:29])([CH3:27])[CH3:28]. (2) Given the reactants [C:1](=O)([O-])[O-].[K+].[K+].[Cl:7][C:8]1[N:13]=[C:12]([NH:14][C:15]2[CH:28]=[CH:27][C:18]3[C:19]([C:23]([NH:25][CH3:26])=[O:24])=[C:20]([CH3:22])[O:21][C:17]=3[CH:16]=2)[CH:11]=[CH:10][N:9]=1.CI, predict the reaction product. The product is: [Cl:7][C:8]1[N:13]=[C:12]([N:14]([CH3:1])[C:15]2[CH:28]=[CH:27][C:18]3[C:19]([C:23]([NH:25][CH3:26])=[O:24])=[C:20]([CH3:22])[O:21][C:17]=3[CH:16]=2)[CH:11]=[CH:10][N:9]=1. (3) Given the reactants Br[C:2]1[CH:3]=[C:4]([C:8]2[N:16]3[C:11]([CH:12]=[N:13][C:14]([NH:17][C:18]4[CH:23]=[C:22]([O:24][CH3:25])[C:21]([O:26][CH3:27])=[C:20]([O:28][CH3:29])[CH:19]=4)=[N:15]3)=[C:10]([CH3:30])[N:9]=2)[CH:5]=[CH:6][CH:7]=1.[C:31]1(/[CH:37]=[CH:38]/[C:39]([NH2:41])=[O:40])[CH:36]=[CH:35][CH:34]=[CH:33][CH:32]=1.C(=O)([O-])[O-].[K+].[K+].C(N(C(C)C)CC)(C)C, predict the reaction product. The product is: [CH3:30][C:10]1[N:9]=[C:8]([C:4]2[CH:3]=[C:2](/[C:37](/[C:31]3[CH:36]=[CH:35][CH:34]=[CH:33][CH:32]=3)=[CH:38]\[C:39]([NH2:41])=[O:40])[CH:7]=[CH:6][CH:5]=2)[N:16]2[C:11]=1[CH:12]=[N:13][C:14]([NH:17][C:18]1[CH:23]=[C:22]([O:24][CH3:25])[C:21]([O:26][CH3:27])=[C:20]([O:28][CH3:29])[CH:19]=1)=[N:15]2.